Dataset: Catalyst prediction with 721,799 reactions and 888 catalyst types from USPTO. Task: Predict which catalyst facilitates the given reaction. (1) Reactant: C([C:6]1[CH:11]=[CH:10][C:9]([CH2:12][C:13]([OH:15])=[O:14])=[CH:8][C:7]=1[O:16][CH3:17])(=O)CCC.CN([CH:21]=[O:22])C.C(Cl)(=O)C(Cl)=[O:25].NC1S[CH:32]=[C:33]([C:35]2C=CC(Cl)=CC=2)N=1. Product: [C:13]([CH2:12][C:9]1[CH:10]=[CH:11][C:6]([O:25][C:21](=[O:22])[CH2:32][CH2:33][CH3:35])=[C:7]([O:16][CH3:17])[CH:8]=1)([OH:15])=[O:14]. The catalyst class is: 272. (2) Reactant: [CH3:1][N:2]([CH:13]1[CH2:18][CH2:17][NH:16][CH2:15][CH2:14]1)[C:3](=[O:12])[O:4][CH2:5][C:6]1[CH:11]=[CH:10][CH:9]=[CH:8][CH:7]=1.Br[C:20]1[CH:25]=[CH:24][N:23]=[C:22]([N:26]([CH3:28])[CH3:27])[CH:21]=1.C(O[Na])(C)(C)C. Product: [CH3:27][N:26]([CH3:28])[C:22]1[CH:21]=[C:20]([N:16]2[CH2:15][CH2:14][CH:13]([N:2]([CH3:1])[C:3](=[O:12])[O:4][CH2:5][C:6]3[CH:11]=[CH:10][CH:9]=[CH:8][CH:7]=3)[CH2:18][CH2:17]2)[CH:25]=[CH:24][N:23]=1. The catalyst class is: 101. (3) Reactant: [CH3:1][O:2][C:3]1[C:8]([C:9]2[CH:14]=[CH:13][C:12]([O:15][C:16]3[CH:21]=[CH:20][N:19]=[C:18]([C:22]4[CH:23]=[N:24][N:25]([CH3:27])[CH:26]=4)[CH:17]=3)=[C:11]([CH3:28])[N:10]=2)=[CH:7][N:6]=[C:5](SC)[N:4]=1.C1C=C(Cl)C=C(C(OO)=O)C=1.[CH3:42][O:43][CH2:44][CH2:45][NH2:46]. Product: [CH3:1][O:2][C:3]1[C:8]([C:9]2[CH:14]=[CH:13][C:12]([O:15][C:16]3[CH:21]=[CH:20][N:19]=[C:18]([C:22]4[CH:23]=[N:24][N:25]([CH3:27])[CH:26]=4)[CH:17]=3)=[C:11]([CH3:28])[N:10]=2)=[CH:7][N:6]=[C:5]([NH:46][CH2:45][CH2:44][O:43][CH3:42])[N:4]=1. The catalyst class is: 2. (4) Reactant: [F:1][C:2]1[CH:3]=[CH:4][C:5]([O:26][CH3:27])=[C:6]([C:8]2[CH:13]=[CH:12][N:11]=[C:10]3[N:14]([S:17]([C:20]4[CH:25]=[CH:24][CH:23]=[CH:22][CH:21]=4)(=[O:19])=[O:18])[CH:15]=[CH:16][C:9]=23)[CH:7]=1.[CH2:28]([Li])CCC.[O:33]1[CH2:38][CH2:37][C:36](=[O:39])[CH2:35][CH2:34]1. Product: [F:1][C:2]1[CH:3]=[CH:4][C:5]([O:26][CH3:27])=[C:6]([C:8]2[CH:13]=[CH:12][N:11]=[C:10]3[N:14]([S:17]([C:20]4[CH:25]=[CH:24][C:23]([CH3:28])=[CH:22][CH:21]=4)(=[O:19])=[O:18])[C:15]([C:36]4([OH:39])[CH2:37][CH2:38][O:33][CH2:34][CH2:35]4)=[CH:16][C:9]=23)[CH:7]=1. The catalyst class is: 7. (5) Reactant: [CH3:1][O:2][C:3]1[CH:8]=[C:7]([CH3:9])[C:6]([S:10]([N:13]([CH2:15][C:16]2[O:17][CH:18]=[C:19]([C:21](O)=[O:22])[N:20]=2)[CH3:14])(=[O:12])=[O:11])=[C:5]([CH3:24])[CH:4]=1.CCN=C=NCCCN(C)C.C1C=CC2N(O)N=NC=2C=1.Cl.Cl.[CH3:48][NH:49][CH2:50][C:51]1[CH:62]=[CH:61][C:54]([CH2:55][N:56]2[CH2:59][CH:58]([OH:60])[CH2:57]2)=[CH:53][CH:52]=1. Product: [OH:60][CH:58]1[CH2:57][N:56]([CH2:55][C:54]2[CH:61]=[CH:62][C:51]([CH2:50][N:49]([CH3:48])[C:21]([C:19]3[N:20]=[C:16]([CH2:15][N:13]([S:10]([C:6]4[C:7]([CH3:9])=[CH:8][C:3]([O:2][CH3:1])=[CH:4][C:5]=4[CH3:24])(=[O:12])=[O:11])[CH3:14])[O:17][CH:18]=3)=[O:22])=[CH:52][CH:53]=2)[CH2:59]1. The catalyst class is: 2. (6) Reactant: [C:1]([O:5][C:6]([NH:8][CH2:9][C:10]([F:23])([F:22])[C:11]1[CH:16]=[CH:15][CH:14]=[C:13]([O:17][CH2:18][CH2:19][CH2:20][CH3:21])[CH:12]=1)=[O:7])([CH3:4])([CH3:3])[CH3:2].[H-].[Na+].Cl[CH:27]([CH3:33])[C:28]([N:30]([CH3:32])[CH3:31])=[O:29]. Product: [C:1]([O:5][C:6]([N:8]([CH2:9][C:10]([F:22])([F:23])[C:11]1[CH:16]=[CH:15][CH:14]=[C:13]([O:17][CH2:18][CH2:19][CH2:20][CH3:21])[CH:12]=1)[CH:27]([CH3:33])[C:28]([N:30]([CH3:32])[CH3:31])=[O:29])=[O:7])([CH3:2])([CH3:4])[CH3:3]. The catalyst class is: 3. (7) The catalyst class is: 3. Product: [CH:3]1([O:8][CH2:9][CH2:10][O:11][C:12]2[CH:13]=[CH:14][C:15]([O:18][CH2:19][CH:21]3[CH2:22][O:23]3)=[CH:16][CH:17]=2)[CH2:4][CH2:5][CH2:6][CH2:7]1. Reactant: [H-].[Na+].[CH:3]1([O:8][CH2:9][CH2:10][O:11][C:12]2[CH:17]=[CH:16][C:15]([OH:18])=[CH:14][CH:13]=2)[CH2:7][CH2:6][CH2:5][CH2:4]1.[CH2:19]([CH:21]1[O:23][CH2:22]1)Cl.